From a dataset of Reaction yield outcomes from USPTO patents with 853,638 reactions. Predict the reaction yield, written as a fraction of the theoretical maximum amount of product (1.0 means a 100% yield; for example, 0.34 means a 34% yield). (1) The yield is 0.560. The reactants are Br[C:2]1[CH:3]=[C:4]([CH:7]=[CH:8][CH:9]=1)[CH:5]=[O:6].[OH:10][C:11]1[CH:12]=[C:13]([CH:18]=[CH:19][CH:20]=1)[C:14]([O:16][CH3:17])=[O:15].C(=O)([O-])[O-].[K+].[K+].C(Cl)Cl. The product is [C:5](=[C:4]1[CH:3]=[CH:2][CH:9]=[C:8]([O:10][C:11]2[CH:12]=[C:13]([CH:18]=[CH:19][CH:20]=2)[C:14]([O:16][CH3:17])=[O:15])[CH2:7]1)=[O:6]. The catalyst is N1C=CC=CC=1.[Cu]=O. (2) The reactants are C[O:2][C:3](=[O:37])[C@@H:4]([N:8]([S:31]([N:34]([CH3:36])[CH3:35])(=[O:33])=[O:32])[CH2:9][C:10]1[CH:15]=[CH:14][CH:13]=[C:12]([O:16][CH2:17][C:18]2[N:19]=[C:20]([C:24]3[CH:29]=[CH:28][C:27]([CH3:30])=[CH:26][CH:25]=3)[O:21][C:22]=2[CH3:23])[CH:11]=1)[CH:5]([CH3:7])[CH3:6].O.[OH-].[Li+]. No catalyst specified. The product is [CH3:6][CH:5]([CH3:7])[C@H:4]([N:8]([S:31]([N:34]([CH3:36])[CH3:35])(=[O:33])=[O:32])[CH2:9][C:10]1[CH:15]=[CH:14][CH:13]=[C:12]([O:16][CH2:17][C:18]2[N:19]=[C:20]([C:24]3[CH:25]=[CH:26][C:27]([CH3:30])=[CH:28][CH:29]=3)[O:21][C:22]=2[CH3:23])[CH:11]=1)[C:3]([OH:37])=[O:2]. The yield is 0.990. (3) The reactants are [CH3:1][NH:2][C:3]1[CH:8]=[CH:7][CH:6]=[CH:5][N:4]=1.C1(C)C=CC=CC=1.[CH2:16]([O:23][C:24]1[C:25]([CH3:33])=[N:26][C:27](Br)=[C:28]([CH3:31])[C:29]=1[CH3:30])[C:17]1[CH:22]=[CH:21][CH:20]=[CH:19][CH:18]=1.CC([O-])(C)C.[Na+]. The catalyst is CCOC(C)=O.O.C1C=CC(/C=C/C(/C=C/C2C=CC=CC=2)=O)=CC=1.C1C=CC(/C=C/C(/C=C/C2C=CC=CC=2)=O)=CC=1.C1C=CC(/C=C/C(/C=C/C2C=CC=CC=2)=O)=CC=1.[Pd].[Pd].C1C=CC(P(C2C(C3C(P(C4C=CC=CC=4)C4C=CC=CC=4)=CC=C4C=3C=CC=C4)=C3C(C=CC=C3)=CC=2)C2C=CC=CC=2)=CC=1. The product is [CH2:16]([O:23][C:24]1[C:29]([CH3:30])=[C:28]([CH3:31])[C:27]([N:2]([CH3:1])[C:3]2[CH:8]=[CH:7][CH:6]=[CH:5][N:4]=2)=[N:26][C:25]=1[CH3:33])[C:17]1[CH:22]=[CH:21][CH:20]=[CH:19][CH:18]=1. The yield is 0.810. (4) The reactants are C(OC([N:8]1[CH2:13][CH2:12][CH2:11][C@@H:10]([O:14][Si:15]([C:18]([CH3:21])([CH3:20])[CH3:19])([CH3:17])[CH3:16])[C@H:9]1[CH2:22][NH:23][C:24]1[CH:29]=[CH:28][C:27]([C:30]#[N:31])=[C:26]([Cl:32])[C:25]=1[CH3:33])=O)(C)(C)C. The catalyst is C(O)(C(F)(F)F)=O.C(Cl)Cl. The product is [Si:15]([O:14][C@@H:10]1[CH2:11][CH2:12][CH2:13][NH:8][C@H:9]1[CH2:22][NH:23][C:24]1[CH:29]=[CH:28][C:27]([C:30]#[N:31])=[C:26]([Cl:32])[C:25]=1[CH3:33])([C:18]([CH3:21])([CH3:20])[CH3:19])([CH3:16])[CH3:17]. The yield is 0.890. (5) The reactants are Cl.[NH2:2][CH2:3][CH:4]([NH:12][C:13]([O:15][C:16]([CH3:19])([CH3:18])[CH3:17])=[O:14])[C:5]([O:7][C:8]([CH3:11])([CH3:10])[CH3:9])=[O:6].[CH3:20][C:21]([CH3:23])=O.[BH4-].[Na+].C([O-])(O)=O.[Na+]. The catalyst is CO. The yield is 1.00. The product is [C:16]([O:15][C:13]([NH:12][CH:4]([CH2:3][NH:2][CH:21]([CH3:23])[CH3:20])[C:5]([O:7][C:8]([CH3:9])([CH3:10])[CH3:11])=[O:6])=[O:14])([CH3:19])([CH3:18])[CH3:17]. (6) The reactants are [F:1][C:2]1[CH:10]=[CH:9][CH:8]=[C:7]2[C:3]=1[C:4]([C:18]([O:20][CH3:21])=[O:19])=[N:5][N:6]2[C:11]1[CH:16]=[C:15](I)[CH:14]=[CH:13][N:12]=1.[C:22]([C@:24]1([OH:31])[CH2:28][CH2:27][N:26]([CH3:29])[C:25]1=[O:30])#[CH:23]. No catalyst specified. The product is [F:1][C:2]1[CH:10]=[CH:9][CH:8]=[C:7]2[C:3]=1[C:4]([C:18]([O:20][CH3:21])=[O:19])=[N:5][N:6]2[C:11]1[CH:16]=[C:15]([C:23]#[C:22][C@:24]2([OH:31])[CH2:28][CH2:27][N:26]([CH3:29])[C:25]2=[O:30])[CH:14]=[CH:13][N:12]=1. The yield is 0.750.